Dataset: Catalyst prediction with 721,799 reactions and 888 catalyst types from USPTO. Task: Predict which catalyst facilitates the given reaction. (1) Reactant: FC(F)(F)C(O)=O.[CH3:8][O:9][C:10](=[O:37])[CH:11]([NH:29]C(OC(C)(C)C)=O)[CH2:12][CH:13]=[CH:14][C:15]1[CH:20]=[CH:19][C:18]([N:21]([CH3:28])[C:22]2[N:27]=[CH:26][CH:25]=[CH:24][N:23]=2)=[CH:17][CH:16]=1.O.C(=O)([O-])O.[Na+]. Product: [CH3:8][O:9][C:10](=[O:37])[CH:11]([NH2:29])[CH2:12][CH:13]=[CH:14][C:15]1[CH:16]=[CH:17][C:18]([N:21]([CH3:28])[C:22]2[N:27]=[CH:26][CH:25]=[CH:24][N:23]=2)=[CH:19][CH:20]=1. The catalyst class is: 4. (2) Product: [CH:9]([CH:10]([NH:32][C:33](=[O:39])[O:34][C:35]([CH3:36])([CH3:38])[CH3:37])[CH2:11][CH:12]([CH2:16][C:17]1[CH:18]=[C:19]2[C:23](=[CH:24][CH:25]=1)[N:22]([CH3:26])[CH:21]=[C:20]2[CH2:27][CH2:28][CH2:29][O:30][CH3:31])[CH:13]([CH3:14])[CH3:15])=[O:8]. The catalyst class is: 633. Reactant: C(N(CC)CC)C.[OH:8][CH2:9][CH:10]([NH:32][C:33](=[O:39])[O:34][C:35]([CH3:38])([CH3:37])[CH3:36])[CH2:11][CH:12]([CH2:16][C:17]1[CH:18]=[C:19]2[C:23](=[CH:24][CH:25]=1)[N:22]([CH3:26])[CH:21]=[C:20]2[CH2:27][CH2:28][CH2:29][O:30][CH3:31])[CH:13]([CH3:15])[CH3:14].